Dataset: NCI-60 drug combinations with 297,098 pairs across 59 cell lines. Task: Regression. Given two drug SMILES strings and cell line genomic features, predict the synergy score measuring deviation from expected non-interaction effect. (1) Drug 1: CC1=C(C=C(C=C1)NC(=O)C2=CC=C(C=C2)CN3CCN(CC3)C)NC4=NC=CC(=N4)C5=CN=CC=C5. Drug 2: C1C(C(OC1N2C=NC(=NC2=O)N)CO)O. Cell line: MDA-MB-435. Synergy scores: CSS=-0.568, Synergy_ZIP=3.99, Synergy_Bliss=5.85, Synergy_Loewe=2.17, Synergy_HSA=1.04. (2) Drug 1: CC(CN1CC(=O)NC(=O)C1)N2CC(=O)NC(=O)C2. Drug 2: CN(CC1=CN=C2C(=N1)C(=NC(=N2)N)N)C3=CC=C(C=C3)C(=O)NC(CCC(=O)O)C(=O)O. Cell line: NCI/ADR-RES. Synergy scores: CSS=8.38, Synergy_ZIP=-3.58, Synergy_Bliss=0.409, Synergy_Loewe=-8.84, Synergy_HSA=-0.724.